Dataset: Forward reaction prediction with 1.9M reactions from USPTO patents (1976-2016). Task: Predict the product of the given reaction. Given the reactants [F:1][C:2]1[CH:3]=[C:4]([S:9]([C:12]2[CH:13]=[C:14]3[C:18](=[CH:19][CH:20]=2)[N:17](C(C2C=CC=CC=2)(C2C=CC=CC=2)C2C=CC=CC=2)[N:16]=[C:15]3[NH:40][C:41](=[O:68])[C:42]2[CH:47]=[CH:46][C:45]([N:48]3[CH2:53][CH2:52][N:51]([CH3:54])[CH2:50][CH2:49]3)=[CH:44][C:43]=2[N:55]([CH:62]2[CH2:67][CH2:66][O:65][CH2:64][CH2:63]2)[C:56](=[O:61])[C:57]([F:60])([F:59])[F:58])(=[O:11])=[O:10])[CH:5]=[C:6]([F:8])[CH:7]=1.Cl, predict the reaction product. The product is: [F:8][C:6]1[CH:5]=[C:4]([S:9]([C:12]2[CH:13]=[C:14]3[C:18](=[CH:19][CH:20]=2)[NH:17][N:16]=[C:15]3[NH:40][C:41](=[O:68])[C:42]2[CH:47]=[CH:46][C:45]([N:48]3[CH2:49][CH2:50][N:51]([CH3:54])[CH2:52][CH2:53]3)=[CH:44][C:43]=2[N:55]([CH:62]2[CH2:67][CH2:66][O:65][CH2:64][CH2:63]2)[C:56](=[O:61])[C:57]([F:59])([F:60])[F:58])(=[O:10])=[O:11])[CH:3]=[C:2]([F:1])[CH:7]=1.